Dataset: Catalyst prediction with 721,799 reactions and 888 catalyst types from USPTO. Task: Predict which catalyst facilitates the given reaction. Reactant: [Br:1][C:2]1[CH:7]=[CH:6][C:5]([CH2:8][C:9]#[N:10])=[CH:4][C:3]=1[O:11][CH3:12].C[Si]([N-][Si](C)(C)C)(C)C.[Li+].[CH:23]1([C:26](Cl)=[O:27])[CH2:25][CH2:24]1.[NH4+].[Cl-]. Product: [Br:1][C:2]1[CH:7]=[CH:6][C:5]([CH:8]([C:26]([CH:23]2[CH2:25][CH2:24]2)=[O:27])[C:9]#[N:10])=[CH:4][C:3]=1[O:11][CH3:12]. The catalyst class is: 1.